From a dataset of hERG potassium channel inhibition data for cardiac toxicity prediction from Karim et al.. Regression/Classification. Given a drug SMILES string, predict its toxicity properties. Task type varies by dataset: regression for continuous values (e.g., LD50, hERG inhibition percentage) or binary classification for toxic/non-toxic outcomes (e.g., AMES mutagenicity, cardiotoxicity, hepatotoxicity). Dataset: herg_karim. (1) The drug is N#Cc1cc(O[C@@H]2C[C@@H]3CC[C@H](C2)N3)cc(-c2ccccn2)c1. The result is 1 (blocker). (2) The molecule is COc1cccc2c1nc(N)n1nc(CN3CCN(c4ccccc4F)C[C@H]3C)nc21. The result is 0 (non-blocker).